Task: Predict the product of the given reaction.. Dataset: Forward reaction prediction with 1.9M reactions from USPTO patents (1976-2016) (1) Given the reactants C([O:4][CH:5]1[CH2:13][C:12]2[C:7](=[CH:8][CH:9]=[CH:10][C:11]=2[NH2:14])[CH2:6]1)(=O)C.CO.C(=O)([O-])[O-].[K+].[K+], predict the reaction product. The product is: [NH2:14][C:11]1[CH:10]=[CH:9][CH:8]=[C:7]2[C:12]=1[CH2:13][CH:5]([OH:4])[CH2:6]2. (2) Given the reactants [Cl:1][C:2]1[CH:3]=[N+:4]([O-:27])[CH:5]=[C:6]([Cl:26])[C:7]=1[CH2:8][C@@H:9]([C:11]1[CH:16]=[CH:15][C:14]([O:17][CH:18]([F:20])[F:19])=[C:13]([O:21][CH2:22][CH:23]2[CH2:25][CH2:24]2)[CH:12]=1)[OH:10].[C:28]([O:32][C:33]([NH:35][C@@H:36]([CH2:40][C:41]1[CH:46]=[CH:45][C:44]([O:47][S:48]([CH3:51])(=[O:50])=[O:49])=[CH:43][CH:42]=1)[C:37](O)=[O:38])=[O:34])([CH3:31])([CH3:30])[CH3:29].C(Cl)CCl, predict the reaction product. The product is: [C:28]([O:32][C:33]([NH:35][C@@H:36]([CH2:40][C:41]1[CH:42]=[CH:43][C:44]([O:47][S:48]([CH3:51])(=[O:50])=[O:49])=[CH:45][CH:46]=1)[C:37]([O:10][C@H:9]([C:11]1[CH:16]=[CH:15][C:14]([O:17][CH:18]([F:20])[F:19])=[C:13]([O:21][CH2:22][CH:23]2[CH2:25][CH2:24]2)[CH:12]=1)[CH2:8][C:7]1[C:6]([Cl:26])=[CH:5][N+:4]([O-:27])=[CH:3][C:2]=1[Cl:1])=[O:38])=[O:34])([CH3:30])([CH3:31])[CH3:29]. (3) The product is: [C:14]([O:18][C:19]([N:21]1[CH2:24][CH:23]([C:25](=[O:26])[NH:13][C:6]2[C:5]3[C:10](=[CH:11][CH:12]=[C:3]([O:2][CH3:1])[N:4]=3)[N:9]=[CH:8][CH:7]=2)[CH2:22]1)=[O:20])([CH3:17])([CH3:16])[CH3:15]. Given the reactants [CH3:1][O:2][C:3]1[N:4]=[C:5]2[C:10](=[CH:11][CH:12]=1)[N:9]=[CH:8][CH:7]=[C:6]2[NH2:13].[C:14]([O:18][C:19]([N:21]1[CH2:24][CH:23]([C:25](O)=[O:26])[CH2:22]1)=[O:20])([CH3:17])([CH3:16])[CH3:15], predict the reaction product. (4) Given the reactants [Na+].[I-:2].CNCCNC.Br[C:10]1[CH:11]=[CH:12][C:13](/[CH:16]=[CH:17]/[CH2:18][OH:19])=[N:14][CH:15]=1.O, predict the reaction product. The product is: [I:2][C:10]1[CH:11]=[CH:12][C:13](/[CH:16]=[CH:17]/[CH2:18][OH:19])=[N:14][CH:15]=1. (5) Given the reactants [CH:1]1[N:2]=[CH:3][N:4]2[CH:9]([C:10]3[CH:18]=[CH:17][C:13]([C:14]([OH:16])=[O:15])=[CH:12][CH:11]=3)[CH2:8][CH2:7][CH2:6][C:5]=12, predict the reaction product. The product is: [CH:1]1[N:2]=[CH:3][N:4]2[CH:9]([CH:10]3[CH2:18][CH2:17][CH:13]([C:14]([OH:16])=[O:15])[CH2:12][CH2:11]3)[CH2:8][CH2:7][CH2:6][C:5]=12. (6) Given the reactants [F:1][C:2]1[CH:7]=[CH:6][C:5]([OH:8])=[CH:4][CH:3]=1.[H-].[Na+].CS([C:14]1[N:15]([C:25]2[CH:30]=[CH:29][C:28]([O:31][CH2:32][C:33]([F:39])([F:38])[C:34]([F:37])([F:36])[F:35])=[CH:27][CH:26]=2)[C:16](=[O:24])[C:17]2[CH2:22][C:21](=[O:23])[NH:20][C:18]=2[N:19]=1)=O.C(O)(=O)CC(CC(O)=O)(C(O)=O)O, predict the reaction product. The product is: [F:1][C:2]1[CH:7]=[CH:6][C:5]([O:8][C:14]2[N:15]([C:25]3[CH:26]=[CH:27][C:28]([O:31][CH2:32][C:33]([F:39])([F:38])[C:34]([F:35])([F:37])[F:36])=[CH:29][CH:30]=3)[C:16](=[O:24])[C:17]3[CH2:22][C:21](=[O:23])[NH:20][C:18]=3[N:19]=2)=[CH:4][CH:3]=1. (7) Given the reactants [OH:1][C:2]1([C:17]([O:19][CH2:20][C:21]2[CH:26]=[CH:25][CH:24]=[CH:23][CH:22]=2)=[O:18])[CH2:7][CH2:6][C:5](B2OC(C)(C)C(C)(C)O2)=[CH:4][CH2:3]1.FC(F)(F)S(O[C:33]1[C:34]([CH3:62])([CH3:61])[C@H:35]2[C@:48]([CH3:51])([CH2:49][CH:50]=1)[C@@H:47]1[C@:38]([CH3:60])([C@@:39]3([CH3:59])[C@H:44]([CH2:45][CH2:46]1)[C@H:43]1[C@H:52]([C:55]([CH3:57])=[CH2:56])[CH2:53][CH2:54][C@:42]1([NH2:58])[CH2:41][CH2:40]3)[CH2:37][CH2:36]2)(=O)=O.O.C(=O)([O-])[O-].[Na+].[Na+], predict the reaction product. The product is: [NH2:58][C@:42]12[CH2:54][CH2:53][C@@H:52]([C:55]([CH3:57])=[CH2:56])[C@@H:43]1[C@@H:44]1[C@@:39]([CH3:59])([CH2:40][CH2:41]2)[C@@:38]2([CH3:60])[C@@H:47]([C@:48]3([CH3:51])[C@@H:35]([CH2:36][CH2:37]2)[C:34]([CH3:61])([CH3:62])[C:33]([C:5]2[CH2:6][CH2:7][C:2]([OH:1])([C:17]([O:19][CH2:20][C:21]4[CH:22]=[CH:23][CH:24]=[CH:25][CH:26]=4)=[O:18])[CH2:3][CH:4]=2)=[CH:50][CH2:49]3)[CH2:46][CH2:45]1. (8) Given the reactants [N:1]1([C:5]([C:7]2[O:11][C:10]([S:12]([NH:15][C:16]3[CH:21]=[C:20]([O:22][C@H:23]([CH3:45])[CH2:24][O:25]C(C4C=CC=CC=4)(C4C=CC=CC=4)C4C=CC=CC=4)[N:19]=[C:18]([S:46][CH2:47][C:48]4[CH:53]=[CH:52][CH:51]=[C:50]([F:54])[C:49]=4[F:55])[N:17]=3)(=[O:14])=[O:13])=[CH:9][CH:8]=2)=[O:6])[CH2:4][CH2:3][CH2:2]1.O.C1(C)C=CC(S(O)(=O)=O)=CC=1.C1(OC)C=CC=CC=1.O, predict the reaction product. The product is: [N:1]1([C:5]([C:7]2[O:11][C:10]([S:12]([NH:15][C:16]3[CH:21]=[C:20]([O:22][C@H:23]([CH3:45])[CH2:24][OH:25])[N:19]=[C:18]([S:46][CH2:47][C:48]4[CH:53]=[CH:52][CH:51]=[C:50]([F:54])[C:49]=4[F:55])[N:17]=3)(=[O:14])=[O:13])=[CH:9][CH:8]=2)=[O:6])[CH2:2][CH2:3][CH2:4]1.